This data is from Reaction yield outcomes from USPTO patents with 853,638 reactions. The task is: Predict the reaction yield, written as a fraction of the theoretical maximum amount of product (1.0 means a 100% yield; for example, 0.34 means a 34% yield). (1) The product is [Cl:8][C:6]1[C:5]([C:9]([F:12])([F:11])[F:10])=[CH:4][N:3]=[C:2]([N:21]2[CH2:20][CH2:19][N:18]3[C:22]4[CH:28]=[C:27]([S:29]([CH3:32])(=[O:30])=[O:31])[C:26]([C:33]([O:35][CH3:36])=[O:34])=[CH:25][C:23]=4[N:24]=[C:17]3[C@H:16]2[CH:13]([CH3:15])[CH3:14])[N:7]=1. The reactants are Cl[C:2]1[N:7]=[C:6]([Cl:8])[C:5]([C:9]([F:12])([F:11])[F:10])=[CH:4][N:3]=1.[CH:13]([C@H:16]1[NH:21][CH2:20][CH2:19][N:18]2[C:22]3[CH:28]=[C:27]([S:29]([CH3:32])(=[O:31])=[O:30])[C:26]([C:33]([O:35][CH3:36])=[O:34])=[CH:25][C:23]=3[N:24]=[C:17]12)([CH3:15])[CH3:14]. The catalyst is ClCCCl.CC(O)(C)C.[Cl-].[Cl-].[Zn+2]. The yield is 0.426. (2) The yield is 0.940. The catalyst is COCCOC.C1C=CC([P]([Pd]([P](C2C=CC=CC=2)(C2C=CC=CC=2)C2C=CC=CC=2)([P](C2C=CC=CC=2)(C2C=CC=CC=2)C2C=CC=CC=2)[P](C2C=CC=CC=2)(C2C=CC=CC=2)C2C=CC=CC=2)(C2C=CC=CC=2)C2C=CC=CC=2)=CC=1. The product is [CH3:1][S:2]([C:5]1[CH:10]=[CH:9][C:8]([C:15]2[CH:20]=[N:19][C:18]([O:21][CH2:22][CH:23]3[CH2:24][CH2:25][N:26]([C:29]([O:31][C:32]([CH3:35])([CH3:34])[CH3:33])=[O:30])[CH2:27][CH2:28]3)=[N:17][CH:16]=2)=[CH:7][CH:6]=1)(=[O:4])=[O:3]. The reactants are [CH3:1][S:2]([C:5]1[CH:10]=[CH:9][C:8](B(O)O)=[CH:7][CH:6]=1)(=[O:4])=[O:3].Br[C:15]1[CH:16]=[N:17][C:18]([O:21][CH2:22][CH:23]2[CH2:28][CH2:27][N:26]([C:29]([O:31][C:32]([CH3:35])([CH3:34])[CH3:33])=[O:30])[CH2:25][CH2:24]2)=[N:19][CH:20]=1.C([O-])([O-])=O.[Na+].[Na+]. (3) The reactants are [Cl:1][C:2]1[CH:3]=[C:4]2[C:9](=[CH:10][CH:11]=1)[NH:8][CH:7]([C:12]1[CH:13]=[C:14]([NH2:18])[CH:15]=[CH:16][CH:17]=1)[C:6]([CH3:20])([CH3:19])[CH2:5]2.[CH3:21][O:22][C:23](=[O:28])[C:24](Br)([CH3:26])[CH3:25].C(=O)([O-])[O-].[K+].[K+]. The catalyst is CN(C)C=O. The product is [CH3:21][O:22][C:23](=[O:28])[C:24]([NH:18][C:14]1[CH:15]=[CH:16][CH:17]=[C:12]([CH:7]2[C:6]([CH3:20])([CH3:19])[CH2:5][C:4]3[C:9](=[CH:10][CH:11]=[C:2]([Cl:1])[CH:3]=3)[NH:8]2)[CH:13]=1)([CH3:26])[CH3:25]. The yield is 0.220. (4) The yield is 0.120. The product is [CH3:42][N:32]([CH3:31])[CH2:33][CH2:34][C:35]1[CH:40]=[CH:39][C:38]([NH:41][CH:2]=[C:3]2[C:11]3[C:6](=[CH:7][C:8]([C:12]([C:14]4[CH:15]=[C:16]([NH:20][C:21]([C:23]5[N:24]([CH3:29])[N:25]=[C:26]([CH3:28])[CH:27]=5)=[O:22])[CH:17]=[CH:18][CH:19]=4)=[O:13])=[CH:9][CH:10]=3)[NH:5][C:4]2=[O:30])=[CH:37][CH:36]=1. The catalyst is C1COCC1. The reactants are O[CH:2]=[C:3]1[C:11]2[C:6](=[CH:7][C:8]([C:12]([C:14]3[CH:15]=[C:16]([NH:20][C:21]([C:23]4[N:24]([CH3:29])[N:25]=[C:26]([CH3:28])[CH:27]=4)=[O:22])[CH:17]=[CH:18][CH:19]=3)=[O:13])=[CH:9][CH:10]=2)[NH:5][C:4]1=[O:30].[CH3:31][N:32]([CH3:42])[CH2:33][CH2:34][C:35]1[CH:40]=[CH:39][C:38]([NH2:41])=[CH:37][CH:36]=1. (5) The reactants are [N:1]1([C:7]([O:9][C:10]([CH3:13])([CH3:12])[CH3:11])=[O:8])[CH2:6][CH2:5][NH:4][CH2:3][CH2:2]1.C(N(CC)CC)C.[Cl:21][C:22]1[N:27]=[CH:26][C:25]([S:28](Cl)(=[O:30])=[O:29])=[CH:24][CH:23]=1.CO.C(Cl)Cl. The catalyst is CN(C)C1C=CN=CC=1.C(Cl)Cl. The product is [Cl:21][C:22]1[N:27]=[CH:26][C:25]([S:28]([N:4]2[CH2:5][CH2:6][N:1]([C:7]([O:9][C:10]([CH3:13])([CH3:12])[CH3:11])=[O:8])[CH2:2][CH2:3]2)(=[O:30])=[O:29])=[CH:24][CH:23]=1. The yield is 0.840. (6) The reactants are [Br:1][C:2]1[CH:8]=[CH:7][C:5]([NH2:6])=[C:4]([F:9])[CH:3]=1.[N:10]([C:13]1[CH:23]=[CH:22][C:16]([C:17]([O:19][CH2:20][CH3:21])=[O:18])=[CH:15][CH:14]=1)=[C:11]=[O:12]. The product is [CH2:20]([O:19][C:17](=[O:18])[C:16]1[CH:22]=[CH:23][C:13]([NH:10][C:11]([NH:6][C:5]2[CH:7]=[CH:8][C:2]([Br:1])=[CH:3][C:4]=2[F:9])=[O:12])=[CH:14][CH:15]=1)[CH3:21]. The yield is 0.700. The catalyst is C(Cl)Cl. (7) The reactants are [CH3:1][O:2][CH2:3][CH2:4][O:5][CH2:6][CH2:7][N:8]1[C:20]2[CH:19]=[CH:18][CH:17]=[CH:16][C:15]=2[C:14]2[C:9]1=[CH:10][CH:11]=[CH:12][CH:13]=2.C1C(=O)N([Br:28])C(=O)C1. The catalyst is ClCCl. The product is [Br:28][C:17]1[CH:18]=[CH:19][C:20]2[N:8]([CH2:7][CH2:6][O:5][CH2:4][CH2:3][O:2][CH3:1])[C:9]3[C:14]([C:15]=2[CH:16]=1)=[CH:13][CH:12]=[CH:11][CH:10]=3. The yield is 0.680.